Dataset: Full USPTO retrosynthesis dataset with 1.9M reactions from patents (1976-2016). Task: Predict the reactants needed to synthesize the given product. Given the product [NH2:5][C@:4]([CH2:20][C:21]1[CH:22]=[CH:23][CH:24]=[CH:25][CH:26]=1)([CH2:1][CH:2]=[CH2:3])[CH2:8][C:31]([OH:30])=[O:33], predict the reactants needed to synthesize it. The reactants are: [CH2:1]([C@:4]1([CH2:20][C:21]2[CH:26]=[CH:25][CH:24]=[CH:23][CH:22]=2)[C:8](=O)O[C@@H](C(C)(C)C)[N:5]1C(OCC=C)=O)[CH:2]=[CH2:3].N1C[CH2:31][O:30]CC1.[O:33]1CCCC1.